From a dataset of NCI-60 drug combinations with 297,098 pairs across 59 cell lines. Regression. Given two drug SMILES strings and cell line genomic features, predict the synergy score measuring deviation from expected non-interaction effect. Drug 1: C1=CC=C(C(=C1)C(C2=CC=C(C=C2)Cl)C(Cl)Cl)Cl. Drug 2: COCCOC1=C(C=C2C(=C1)C(=NC=N2)NC3=CC=CC(=C3)C#C)OCCOC.Cl. Cell line: HCC-2998. Synergy scores: CSS=2.59, Synergy_ZIP=-2.22, Synergy_Bliss=-4.61, Synergy_Loewe=1.29, Synergy_HSA=-2.32.